Dataset: Peptide-MHC class II binding affinity with 134,281 pairs from IEDB. Task: Regression. Given a peptide amino acid sequence and an MHC pseudo amino acid sequence, predict their binding affinity value. This is MHC class II binding data. (1) The peptide sequence is KDKTDIHRLEPVKCD. The MHC is DRB1_0701 with pseudo-sequence DRB1_0701. The binding affinity (normalized) is 0.450. (2) The peptide sequence is QIKCFEKFMEPKLEF. The MHC is DRB1_0101 with pseudo-sequence DRB1_0101. The binding affinity (normalized) is 0.820. (3) The peptide sequence is KTLNDETKKQVNLMG. The MHC is DRB1_1501 with pseudo-sequence DRB1_1501. The binding affinity (normalized) is 0.127. (4) The peptide sequence is AAAGLAAAAPLESRQ. The MHC is DRB1_1302 with pseudo-sequence DRB1_1302. The binding affinity (normalized) is 0.202. (5) The peptide sequence is GELQIVDKIIAAFKI. The MHC is DRB1_0802 with pseudo-sequence DRB1_0802. The binding affinity (normalized) is 0.573. (6) The peptide sequence is LPIGTRSVETDKGPL. The MHC is DRB3_0101 with pseudo-sequence DRB3_0101. The binding affinity (normalized) is 0.313. (7) The peptide sequence is KSHFAIGLALYYPSA. The MHC is DRB1_0101 with pseudo-sequence DRB1_0101. The binding affinity (normalized) is 1.00. (8) The peptide sequence is PSVFINPISHTSYCY. The MHC is H-2-IAb with pseudo-sequence H-2-IAb. The binding affinity (normalized) is 0.599. (9) The peptide sequence is KEKVYLSWVPAHKGIGGNE. The MHC is DRB1_0802 with pseudo-sequence DRB1_0802. The binding affinity (normalized) is 0.829. (10) The peptide sequence is FRDRARVPLTSNNGI. The MHC is HLA-DPA10201-DPB10101 with pseudo-sequence HLA-DPA10201-DPB10101. The binding affinity (normalized) is 0.217.